From a dataset of Forward reaction prediction with 1.9M reactions from USPTO patents (1976-2016). Predict the product of the given reaction. The product is: [C:5]1([O:4][C:2](=[O:3])[NH:26][C:24]2[CH:23]=[CH:22][C:21]([S:27][CH:28]([CH3:30])[CH3:29])=[C:20]([CH2:19][N:17]([C:16]([O:15][C:11]([CH3:13])([CH3:12])[CH3:14])=[O:31])[CH3:18])[CH:25]=2)[CH:10]=[CH:9][CH:8]=[CH:7][CH:6]=1. Given the reactants Cl[C:2]([O:4][C:5]1[CH:10]=[CH:9][CH:8]=[CH:7][CH:6]=1)=[O:3].[C:11]([O:15][C:16](=[O:31])[N:17]([CH2:19][C:20]1[CH:25]=[C:24]([NH2:26])[CH:23]=[CH:22][C:21]=1[S:27][CH:28]([CH3:30])[CH3:29])[CH3:18])([CH3:14])([CH3:13])[CH3:12].N1C=CC=CC=1, predict the reaction product.